Task: Predict the product of the given reaction.. Dataset: Forward reaction prediction with 1.9M reactions from USPTO patents (1976-2016) (1) Given the reactants C(OC(=O)C(C)(OC1C=CC(OCCC2N=C(C3C=CC=CC=3)OC=2C)=C(CCC2C=CC=CC=2)C=1)C)C.[CH2:39]([O:41][C:42](=[O:75])[C:43]([O:46][C:47]1[CH:52]=[CH:51][C:50]([O:53][CH2:54][CH2:55][C:56]2[N:57]=[C:58]([C:62]3[CH:67]=[CH:66][CH:65]=[CH:64][CH:63]=3)[O:59][C:60]=2[CH3:61])=[C:49]([CH2:68][CH:69]2[CH2:74]CCC[CH2:70]2)[CH:48]=1)(C)C)[CH3:40], predict the reaction product. The product is: [CH2:39]([O:41][C:42](=[O:75])[CH2:43][O:46][C:47]1[CH:52]=[CH:51][C:50]([O:53][CH2:54][CH2:55][C:56]2[N:57]=[C:58]([C:62]3[CH:67]=[CH:66][CH:65]=[CH:64][CH:63]=3)[O:59][C:60]=2[CH3:61])=[C:49]([CH2:68][CH:69]([CH3:74])[CH3:70])[CH:48]=1)[CH3:40]. (2) Given the reactants [C:1]([NH:4][C:5]([CH2:16][C:17]([C:19]1[CH:24]=[CH:23][C:22]([O:25][C:26]2[CH:31]=[CH:30][C:29]([C:32](=O)[CH2:33][O:34][C:35](=O)[CH2:36][CH2:37][CH3:38])=[CH:28][CH:27]=2)=[CH:21][CH:20]=1)=[O:18])([C:11]([O:13][CH2:14][CH3:15])=[O:12])[C:6]([O:8][CH2:9][CH3:10])=[O:7])(=[O:3])[CH3:2].C([NH2:44])(=O)C.B(F)(F)F.CCOCC, predict the reaction product. The product is: [C:1]([NH:4][C:5]([CH2:16][C:17](=[O:18])[C:19]1[CH:20]=[CH:21][C:22]([O:25][C:26]2[CH:27]=[CH:28][C:29]([C:32]3[N:44]=[C:35]([CH2:36][CH2:37][CH3:38])[O:34][CH:33]=3)=[CH:30][CH:31]=2)=[CH:23][CH:24]=1)([C:11]([O:13][CH2:14][CH3:15])=[O:12])[C:6]([O:8][CH2:9][CH3:10])=[O:7])(=[O:3])[CH3:2]. (3) Given the reactants C(N(CC)CC)C.[NH:8]1[CH2:13][CH:12]=[CH:11][CH2:10][CH2:9]1.Cl[C:15]([O:17][CH2:18][C:19]1[CH:24]=[CH:23][CH:22]=[CH:21][CH:20]=1)=[O:16], predict the reaction product. The product is: [CH2:18]([O:17][C:15]([N:8]1[CH2:9][CH:10]=[CH:11][CH2:12][CH2:13]1)=[O:16])[C:19]1[CH:24]=[CH:23][CH:22]=[CH:21][CH:20]=1. (4) Given the reactants [Cl:1][C:2]1[CH:3]=[C:4]([NH:8][C:9]2[N:14]=[C:13]([C:15]([F:18])([F:17])[F:16])[C:12]([C:19]([O:21]CC3C=CC=CC=3)=[O:20])=[CH:11][N:10]=2)[CH:5]=[CH:6][CH:7]=1.[OH-].[K+], predict the reaction product. The product is: [Cl:1][C:2]1[CH:3]=[C:4]([NH:8][C:9]2[N:14]=[C:13]([C:15]([F:18])([F:17])[F:16])[C:12]([C:19]([OH:21])=[O:20])=[CH:11][N:10]=2)[CH:5]=[CH:6][CH:7]=1.